This data is from HIV replication inhibition screening data with 41,000+ compounds from the AIDS Antiviral Screen. The task is: Binary Classification. Given a drug SMILES string, predict its activity (active/inactive) in a high-throughput screening assay against a specified biological target. (1) The molecule is NC(=O)CC1C(CO)OC(n2ccc(=O)[nH]c2=O)C1O. The result is 0 (inactive). (2) The drug is CC1OC(OC2C=C3CCC4C(CCC5(C)C(c6ccc(=O)oc6)CCC45O)C3(C)CC2)C(O)C(O)C1O. The result is 0 (inactive). (3) The molecule is C=C(CN(C)C)C(=O)c1ccc(C)cc1C. The result is 0 (inactive).